Dataset: Full USPTO retrosynthesis dataset with 1.9M reactions from patents (1976-2016). Task: Predict the reactants needed to synthesize the given product. (1) Given the product [CH3:15][C:13]1[C:14]2[C:6]([C:2]3[S:45][CH:5]=[CH:4][CH:3]=3)=[CH:7][N:8]([C@@H:16]3[O:22][C@H:21]([CH2:23][OH:24])[C@@H:19]([OH:20])[C@H:17]3[OH:18])[C:9]=2[N:10]=[CH:11][N:12]=1, predict the reactants needed to synthesize it. The reactants are: O1[CH:5]=[CH:4][CH:3]=[C:2]1[C:6]1[C:14]2[C:13]([CH3:15])=[N:12][CH:11]=[N:10][C:9]=2[N:8]([C@@H:16]2[O:22][C@H:21]([CH2:23][OH:24])[C@@H:19]([OH:20])[C@H:17]2[OH:18])[CH:7]=1.BrC1C2C(C)=NC=NC=2N([C@@H]2O[C@H](CO)[C@@H](O)[C@H]2O)C=1.[S:45]1C=CC=C1B(O)O. (2) Given the product [Cl:51][C:52]1[CH:57]=[CH:56][CH:55]=[CH:54][C:53]=1[NH:58][C:59](=[O:60])[NH:32][C:33]1[CH:34]=[CH:35][C:36]([C:39]2[N:43]=[C:42]([CH2:44][CH2:45][CH2:46][C:47]([O:49][CH3:50])=[O:48])[O:41][N:40]=2)=[CH:37][CH:38]=1, predict the reactants needed to synthesize it. The reactants are: FC(F)(F)C1C=C(NC(=O)NC2C=CC(C3SC(CCC(OC)=O)=NC=3)=CC=2)C=CC=1.[NH2:32][C:33]1[CH:38]=[CH:37][C:36]([C:39]2[N:43]=[C:42]([CH2:44][CH2:45][CH2:46][C:47]([O:49][CH3:50])=[O:48])[O:41][N:40]=2)=[CH:35][CH:34]=1.[Cl:51][C:52]1[CH:57]=[CH:56][CH:55]=[CH:54][C:53]=1[N:58]=[C:59]=[O:60]. (3) Given the product [Cl:28][C:24](=[N:17][NH:1][C:2]1[CH:12]=[CH:11][CH:10]=[CH:9][C:3]=1[O:4][CH2:5][CH2:6][C:7]#[N:8])[C:23]([O:22][CH3:21])=[O:29], predict the reactants needed to synthesize it. The reactants are: [NH2:1][C:2]1[CH:12]=[CH:11][CH:10]=[CH:9][C:3]=1[O:4][CH2:5][CH2:6][C:7]#[N:8].C(O)(=O)C.[N:17]([O-])=O.[Na+].[CH3:21][O:22][C:23](=[O:29])[CH:24]([Cl:28])C(C)=O. (4) The reactants are: [CH2:1]([O:3][C:4]1[CH:5]=[C:6]([CH:11]=[C:12]([C:22]([F:25])([F:24])[F:23])[C:13]=1OS(C(F)(F)F)(=O)=O)[C:7]([O:9][CH3:10])=[O:8])[CH3:2].[F:26][C:27]1[CH:32]=[CH:31][C:30](B(O)O)=[CH:29][CH:28]=1.[F-].[Cs+].COCCOC. Given the product [CH2:1]([O:3][C:4]1[CH:5]=[C:6]([C:7]([O:9][CH3:10])=[O:8])[CH:11]=[C:12]([C:22]([F:23])([F:24])[F:25])[C:13]=1[C:30]1[CH:31]=[CH:32][C:27]([F:26])=[CH:28][CH:29]=1)[CH3:2], predict the reactants needed to synthesize it. (5) Given the product [N:1]1[CH:2]=[CH:3][N:4]2[CH:9]=[C:8]([CH2:10][O:11][C:12]3[CH:17]=[CH:16][NH:15][C:14](=[O:21])[CH:13]=3)[CH:7]=[CH:6][C:5]=12, predict the reactants needed to synthesize it. The reactants are: [N:1]1[CH:2]=[CH:3][N:4]2[CH:9]=[C:8]([CH2:10][O:11][C:12]3[CH:17]=[CH:16][N+:15]([O-])=[CH:14][CH:13]=3)[CH:7]=[CH:6][C:5]=12.C(OC(=O)C)(=[O:21])C.